This data is from Peptide-MHC class I binding affinity with 185,985 pairs from IEDB/IMGT. The task is: Regression. Given a peptide amino acid sequence and an MHC pseudo amino acid sequence, predict their binding affinity value. This is MHC class I binding data. (1) The peptide sequence is RRIFDLIEL. The MHC is HLA-A31:01 with pseudo-sequence HLA-A31:01. The binding affinity (normalized) is 0.104. (2) The peptide sequence is VEPGQLKLNW. The MHC is HLA-B44:03 with pseudo-sequence HLA-B44:03. The binding affinity (normalized) is 0.617. (3) The peptide sequence is ILARRPTPKK. The MHC is HLA-A11:01 with pseudo-sequence HLA-A11:01. The binding affinity (normalized) is 0.872. (4) The binding affinity (normalized) is 0.156. The MHC is Mamu-A11 with pseudo-sequence Mamu-A11. The peptide sequence is DEYSSAEKIV.